This data is from Reaction yield outcomes from USPTO patents with 853,638 reactions. The task is: Predict the reaction yield, written as a fraction of the theoretical maximum amount of product (1.0 means a 100% yield; for example, 0.34 means a 34% yield). (1) The reactants are [S:1]1[C:9]2[CH2:8][CH2:7][NH:6][CH2:5][C:4]=2[CH:3]=[C:2]1[C:10]([O:12][CH2:13][CH3:14])=[O:11].[Cl:15][C:16]1[CH:24]=[CH:23][C:19]([C:20](O)=[O:21])=[CH:18][CH:17]=1.F[P-](F)(F)(F)(F)F.FC(N(C)C)=[N+](C)C.O. The catalyst is CN(C)C=O.C(N(CC)C(C)C)(C)C. The product is [Cl:15][C:16]1[CH:24]=[CH:23][C:19]([C:20]([N:6]2[CH2:7][CH2:8][C:9]3[S:1][C:2]([C:10]([O:12][CH2:13][CH3:14])=[O:11])=[CH:3][C:4]=3[CH2:5]2)=[O:21])=[CH:18][CH:17]=1. The yield is 0.530. (2) The reactants are [F:1][C:2]1[CH:7]=[CH:6][CH:5]=[C:4]([OH:8])[C:3]=1[OH:9].[Cl-].[Mg+2].[Cl-].C=O.C(N(CC)CC)C.[C:22]([O-])([O-])=[O:23].[Cs+].[Cs+].CI.B(Cl)(Cl)Cl.B(Br)(Br)Br. The catalyst is C(#N)C.CN(C=O)C.C(Cl)Cl. The product is [F:1][C:2]1[CH:7]=[CH:6][C:5]([CH:22]=[O:23])=[C:4]([OH:8])[C:3]=1[OH:9]. The yield is 0.110.